From a dataset of Full USPTO retrosynthesis dataset with 1.9M reactions from patents (1976-2016). Predict the reactants needed to synthesize the given product. (1) Given the product [C:25]([O:24][C:22]([O:21][CH2:20][C@@H:19]([C:29]([NH:31][C:32]1[CH:50]=[CH:49][C:35]([O:36][C:37]2[CH:38]=[C:39]3[C:43](=[CH:44][CH:45]=2)[NH:42][C:41]([NH2:46])=[C:40]3[C:47]#[N:48])=[CH:34][CH:33]=1)=[O:30])[NH2:18])=[O:23])([CH3:28])([CH3:26])[CH3:27], predict the reactants needed to synthesize it. The reactants are: C([NH:18][C@H:19]([C:29]([NH:31][C:32]1[CH:50]=[CH:49][C:35]([O:36][C:37]2[CH:38]=[C:39]3[C:43](=[CH:44][CH:45]=2)[NH:42][C:41]([NH2:46])=[C:40]3[C:47]#[N:48])=[CH:34][CH:33]=1)=[O:30])[CH2:20][O:21][C:22]([O:24][C:25]([CH3:28])([CH3:27])[CH3:26])=[O:23])(OCC1C2C(=CC=CC=2)C2C1=CC=CC=2)=O.N1CCCCC1. (2) Given the product [NH2:34][C:32]1[N:31]([C:2]2[CH:3]=[C:4]([CH:12]=[CH:13][CH:14]=2)[CH2:5][N:6]2[CH2:10][CH2:9][CH2:8][C:7]2=[O:11])[N:30]=[C:29]([C:25]([CH3:28])([CH3:27])[CH3:26])[CH:33]=1, predict the reactants needed to synthesize it. The reactants are: I[C:2]1[CH:3]=[C:4]([CH:12]=[CH:13][CH:14]=1)[CH2:5][N:6]1[CH2:10][CH2:9][CH2:8][C:7]1=[O:11].CNC1CCCCC1NC.[C:25]([C:29]1[CH:33]=[C:32]([NH2:34])[NH:31][N:30]=1)([CH3:28])([CH3:27])[CH3:26].C(=O)([O-])[O-].[K+].[K+]. (3) Given the product [ClH:29].[ClH:29].[O:28]1[C:20]2[C:21](=[N:22][CH:23]=[CH:24][C:19]=2[C@H:17]([CH3:18])[CH2:16][NH2:8])[O:25][CH2:26][CH2:27]1, predict the reactants needed to synthesize it. The reactants are: C(OC([N:8]([CH2:16][C@H:17]([C:19]1[CH:24]=[CH:23][N:22]=[C:21]2[O:25][CH2:26][CH2:27][O:28][C:20]=12)[CH3:18])C(=O)OC(C)(C)C)=O)(C)(C)C.[ClH:29].CC(O)C. (4) Given the product [Br:1][C:2]1[CH:3]=[C:4]2[C:9](=[CH:10][CH:11]=1)[CH:8]=[C:7]([S:12]([N:15]1[CH2:20][CH2:19][N:18]([C:21]([CH:23]3[CH2:24][CH2:25][N:26]([C:29]4[CH:30]=[CH:31][N:32]=[CH:33][CH:34]=4)[CH2:27][CH2:28]3)=[O:22])[CH:17]([C:35]([N:38]3[CH2:43][CH2:42][O:41][CH2:40][CH2:39]3)=[O:36])[CH2:16]1)(=[O:13])=[O:14])[CH:6]=[CH:5]2, predict the reactants needed to synthesize it. The reactants are: [Br:1][C:2]1[CH:3]=[C:4]2[C:9](=[CH:10][CH:11]=1)[CH:8]=[C:7]([S:12]([N:15]1[CH2:20][CH2:19][N:18]([C:21]([CH:23]3[CH2:28][CH2:27][N:26]([C:29]4[CH:34]=[CH:33][N:32]=[CH:31][CH:30]=4)[CH2:25][CH2:24]3)=[O:22])[CH:17]([C:35](O)=[O:36])[CH2:16]1)(=[O:14])=[O:13])[CH:6]=[CH:5]2.[NH:38]1[CH2:43][CH2:42][O:41][CH2:40][CH2:39]1. (5) Given the product [CH3:3][O:4][C:5]1[CH:12]=[CH:11][C:8]([CH2:9][O:13][CH2:9][CH2:8][CH2:7][CH2:6][CH2:5][OH:4])=[CH:7][CH:6]=1, predict the reactants needed to synthesize it. The reactants are: [H-].[Na+].[CH3:3][O:4][C:5]1[CH:12]=[CH:11][C:8]([CH2:9]Cl)=[CH:7][CH:6]=1.[OH2:13]. (6) Given the product [I:15][C:2]1[CH:3]=[C:4]([CH:8]=[CH:9][C:10]=1[C:11]([F:14])([F:13])[F:12])[C:5]([OH:7])=[O:6], predict the reactants needed to synthesize it. The reactants are: N[C:2]1[CH:3]=[C:4]([CH:8]=[CH:9][C:10]=1[C:11]([F:14])([F:13])[F:12])[C:5]([OH:7])=[O:6].[I:15]C(I)I.N(OCCCC)=O. (7) Given the product [NH2:2][C:3]1[C:4]2[C:14]([O:15][CH2:16][C:17]3([NH:22][C:28](=[O:29])[C:27]4[CH:31]=[CH:32][N:33]=[C:25]([N:24]([CH3:23])[CH3:34])[CH:26]=4)[CH2:21][CH2:20][CH2:19][CH2:18]3)=[CH:13][CH:12]=[CH:11][C:5]=2[NH:6][S:7](=[O:10])(=[O:9])[N:8]=1, predict the reactants needed to synthesize it. The reactants are: Cl.[NH2:2][C:3]1[C:4]2[C:14]([O:15][CH2:16][C:17]3([NH2:22])[CH2:21][CH2:20][CH2:19][CH2:18]3)=[CH:13][CH:12]=[CH:11][C:5]=2[NH:6][S:7](=[O:10])(=[O:9])[N:8]=1.[CH3:23][N:24]([CH3:34])[C:25]1[CH:26]=[C:27]([CH:31]=[CH:32][N:33]=1)[C:28](O)=[O:29]. (8) Given the product [C:18]([C:20]1[CH:21]=[C:22]2[C:27](=[CH:28][CH:29]=1)[CH:26]=[C:25]([O:30][C:2]1[CH:14]=[CH:13][C:12]([N+:15]([O-:17])=[O:16])=[CH:11][C:3]=1[C:4]([O:6][C:7]([CH3:10])([CH3:9])[CH3:8])=[O:5])[CH:24]=[CH:23]2)#[N:19], predict the reactants needed to synthesize it. The reactants are: F[C:2]1[CH:14]=[CH:13][C:12]([N+:15]([O-:17])=[O:16])=[CH:11][C:3]=1[C:4]([O:6][C:7]([CH3:10])([CH3:9])[CH3:8])=[O:5].[C:18]([C:20]1[CH:21]=[C:22]2[C:27](=[CH:28][CH:29]=1)[CH:26]=[C:25]([OH:30])[CH:24]=[CH:23]2)#[N:19].C(=O)([O-])[O-].[K+].[K+].O. (9) Given the product [NH2:16][C:9]1[CH:10]=[C:11]([CH:14]=[CH:15][C:8]=1[NH:7][CH:1]1[CH2:2][CH2:3][CH2:4][CH2:5][CH2:6]1)[C:12]#[N:13], predict the reactants needed to synthesize it. The reactants are: [CH:1]1([NH:7][C:8]2[CH:15]=[CH:14][C:11]([C:12]#[N:13])=[CH:10][C:9]=2[N+:16]([O-])=O)[CH2:6][CH2:5][CH2:4][CH2:3][CH2:2]1.